This data is from Full USPTO retrosynthesis dataset with 1.9M reactions from patents (1976-2016). The task is: Predict the reactants needed to synthesize the given product. Given the product [Cl:1][C:2]1[N:7]=[C:6]([N:8]([CH3:18])[C:9]2[CH:10]=[C:11]3[C:15](=[CH:16][CH:17]=2)[N:14]([C:24]([O:23][C:20]([CH3:22])([CH3:21])[CH3:19])=[O:25])[N:13]=[CH:12]3)[CH:5]=[CH:4][N:3]=1, predict the reactants needed to synthesize it. The reactants are: [Cl:1][C:2]1[N:7]=[C:6]([N:8]([CH3:18])[C:9]2[CH:10]=[C:11]3[C:15](=[CH:16][CH:17]=2)[NH:14][N:13]=[CH:12]3)[CH:5]=[CH:4][N:3]=1.[CH3:19][C:20]([O:23][C:24](O[C:24]([O:23][C:20]([CH3:22])([CH3:21])[CH3:19])=[O:25])=[O:25])([CH3:22])[CH3:21].